From a dataset of Reaction yield outcomes from USPTO patents with 853,638 reactions. Predict the reaction yield, written as a fraction of the theoretical maximum amount of product (1.0 means a 100% yield; for example, 0.34 means a 34% yield). (1) The reactants are [CH2:1]([O:3]CC)C.Br[C:7]1[CH:8]=[CH:9][C:10]([CH2:13][O:14][C:15]2[CH:20]=[CH:19][C:18]([F:21])=[CH:17][CH:16]=2)=[N:11][CH:12]=1.C([Li])CCC.CN(C)C=O. The catalyst is O. The product is [F:21][C:18]1[CH:19]=[CH:20][C:15]([O:14][CH2:13][C:10]2[N:11]=[CH:12][C:7]([CH:1]=[O:3])=[CH:8][CH:9]=2)=[CH:16][CH:17]=1. The yield is 0.305. (2) The reactants are [CH3:1][C:2]1[CH:7]=[C:6]([CH3:8])[NH:5][C:4](=[O:9])[C:3]=1[CH2:10][NH:11][C:12]([C:14]1[C:15]2[CH:30]=[N:29][N:28]([CH:31]([CH3:33])[CH3:32])[C:16]=2[N:17]=[C:18]([C:20]2[CH:25]=[CH:24][C:23]([CH2:26]O)=[CH:22][CH:21]=2)[CH:19]=1)=[O:13].C1C=CC(P(C2C=CC=CC=2)C2C=CC=CC=2)=CC=1.C(Br)(Br)(Br)[Br:54]. The catalyst is C(Cl)Cl. The product is [Br:54][CH2:26][C:23]1[CH:22]=[CH:21][C:20]([C:18]2[CH:19]=[C:14]([C:12]([NH:11][CH2:10][C:3]3[C:4](=[O:9])[NH:5][C:6]([CH3:8])=[CH:7][C:2]=3[CH3:1])=[O:13])[C:15]3[CH:30]=[N:29][N:28]([CH:31]([CH3:33])[CH3:32])[C:16]=3[N:17]=2)=[CH:25][CH:24]=1. The yield is 0.529. (3) The reactants are CN(C)/[CH:3]=[CH:4]/[C:5]1[C:14]([N+:15]([O-])=O)=[CH:13][C:8]([C:9]([O:11][CH3:12])=[O:10])=[CH:7][C:6]=1[N+:18]([O-])=O. The catalyst is CO.[Pd]. The product is [NH2:15][C:14]1[CH:13]=[C:8]([C:9]([O:11][CH3:12])=[O:10])[CH:7]=[C:6]2[C:5]=1[CH:4]=[CH:3][NH:18]2. The yield is 0.770. (4) The reactants are [Cl:1][C:2]1[CH:3]=[C:4]2[CH:10]=[CH:9][N:8]([C:11]3[N:15]([CH3:16])[N:14]=[C:13]([CH3:17])[C:12]=3/[CH:18]=[CH:19]/[C:20]([O:22]CC)=[O:21])[C:5]2=[N:6][CH:7]=1.O1CCCC1.[OH-].[Na+].S([O-])(O)(=O)=O.[K+]. The catalyst is C(O)C. The product is [Cl:1][C:2]1[CH:3]=[C:4]2[CH:10]=[CH:9][N:8]([C:11]3[N:15]([CH3:16])[N:14]=[C:13]([CH3:17])[C:12]=3/[CH:18]=[CH:19]/[C:20]([OH:22])=[O:21])[C:5]2=[N:6][CH:7]=1. The yield is 0.950. (5) The reactants are Cl.Cl[CH2:3][C:4]1[CH:9]=[CH:8][N:7]=[CH:6][CH:5]=1.[CH3:10][NH2:11].CCO. No catalyst specified. The product is [CH3:10][NH:11][CH2:3][C:4]1[CH:9]=[CH:8][N:7]=[CH:6][CH:5]=1. The yield is 0.790.